This data is from Forward reaction prediction with 1.9M reactions from USPTO patents (1976-2016). The task is: Predict the product of the given reaction. (1) Given the reactants [Cl:1][C:2]1[CH:7]=[CH:6][C:5]([N:8]2[CH2:13][CH2:12][N:11]([C:14](=[O:28])[CH2:15][N:16]3[C:20]4[CH:21]=[CH:22][C:23]([C:25]#[N:26])=[CH:24][C:19]=4[O:18][C:17]3=[O:27])[CH2:10][CH2:9]2)=[CH:4][C:3]=1[O:29][CH3:30].[NH2:31][OH:32].Cl, predict the reaction product. The product is: [Cl:1][C:2]1[CH:7]=[CH:6][C:5]([N:8]2[CH2:9][CH2:10][N:11]([C:14](=[O:28])[CH2:15][N:16]3[C:20]4[CH:21]=[CH:22][C:23]([C:25]([NH:31][OH:32])=[NH:26])=[CH:24][C:19]=4[O:18][C:17]3=[O:27])[CH2:12][CH2:13]2)=[CH:4][C:3]=1[O:29][CH3:30]. (2) Given the reactants [OH:1][NH:2][C:3]([O:5][C:6]([CH3:9])([CH3:8])[CH3:7])=[O:4].[OH-].[Na+].Br[CH2:13][C:14]([C:16]1[CH:21]=[CH:20][CH:19]=[CH:18][CH:17]=1)=[CH2:15], predict the reaction product. The product is: [C:6]([O:5][C:3]([NH:2][O:1][CH2:15][C:14]([C:16]1[CH:21]=[CH:20][CH:19]=[CH:18][CH:17]=1)=[CH2:13])=[O:4])([CH3:9])([CH3:8])[CH3:7].